From a dataset of Catalyst prediction with 721,799 reactions and 888 catalyst types from USPTO. Predict which catalyst facilitates the given reaction. (1) Reactant: [CH3:1][O:2][C:3]1[C:4]([N+:10]([O-])=O)=[C:5]([CH:7]=[CH:8][CH:9]=1)[NH2:6].C(O)(=O)C. Product: [NH2:10][C:4]1[C:3]([O:2][CH3:1])=[CH:9][CH:8]=[CH:7][C:5]=1[NH2:6]. The catalyst class is: 604. (2) Reactant: C(OC(=O)N)(C)(C)C.[NH2:9][CH2:10][CH2:11][NH:12][S:13]([C:16]1[C:17]2[CH:18]=[CH:19][N:20]=[CH:21][C:22]=2[CH:23]=[C:24]([C:26]2[CH:31]=[CH:30][CH:29]=[CH:28][CH:27]=2)[CH:25]=1)(=[O:15])=[O:14].C(Cl)[Cl:33].Cl. Product: [ClH:33].[NH2:9][CH2:10][CH2:11][NH:12][S:13]([C:16]1[C:17]2[CH:18]=[CH:19][N:20]=[CH:21][C:22]=2[CH:23]=[C:24]([C:26]2[CH:31]=[CH:30][CH:29]=[CH:28][CH:27]=2)[CH:25]=1)(=[O:15])=[O:14]. The catalyst class is: 5. (3) Reactant: [CH2:1]([NH:19][C:20](=[O:45])[CH2:21][CH2:22][CH:23]([CH:25]1[C:41]2([CH3:42])[CH:28]([CH:29]3[CH:38]([CH2:39][CH2:40]2)[C:37]2([CH3:43])[CH:32]([CH2:33][CH:34]([OH:44])[CH2:35][CH2:36]2)[CH2:31][CH2:30]3)[CH2:27][CH2:26]1)[CH3:24])[CH2:2][CH2:3][CH2:4][CH2:5][CH2:6][CH2:7][CH2:8][CH2:9][CH2:10][CH2:11][CH2:12][CH2:13][CH2:14][CH2:15][CH2:16][CH2:17][CH3:18].[C:46](=O)([O:55]N1C(=O)CCC1=O)[O:47][N:48]1[C:52](=[O:53])[CH2:51][CH2:50][C:49]1=[O:54].C(N(CC)CC)C.C(#N)C. Product: [O:54]=[C:49]1[CH2:50][CH2:51][C:52](=[O:53])[N:48]1[O:47][C:46](=[O:55])[O:44][CH:34]1[CH2:33][CH:32]2[C:37]([CH3:43])([CH:38]3[CH:29]([CH2:30][CH2:31]2)[CH:28]2[C:41]([CH3:42])([CH:25]([CH:23]([CH3:24])[CH2:22][CH2:21][C:20](=[O:45])[NH:19][CH2:1][CH2:2][CH2:3][CH2:4][CH2:5][CH2:6][CH2:7][CH2:8][CH2:9][CH2:10][CH2:11][CH2:12][CH2:13][CH2:14][CH2:15][CH2:16][CH2:17][CH3:18])[CH2:26][CH2:27]2)[CH2:40][CH2:39]3)[CH2:36][CH2:35]1. The catalyst class is: 4. (4) Reactant: [N:1]([CH2:4][C@@H:5]1[O:9][C:8](=[O:10])[N:7]([C:11]2[CH:16]=[CH:15][C:14]([I:17])=[C:13]([F:18])[CH:12]=2)[CH2:6]1)=[N+:2]=[N-:3].[CH:19]12CC(C=C1)C=[CH:20]2. Product: [F:18][C:13]1[CH:12]=[C:11]([N:7]2[CH2:6][C@H:5]([CH2:4][N:1]3[CH:20]=[CH:19][N:3]=[N:2]3)[O:9][C:8]2=[O:10])[CH:16]=[CH:15][C:14]=1[I:17]. The catalyst class is: 12. (5) Reactant: C(NC(C)C)(C)C.C([Li])CCC.[CH3:13][C:14]1([CH3:28])[CH2:22][CH2:21][C:20]([CH3:24])([CH3:23])[C:19]2[CH2:18][CH:17]([C:25]([OH:27])=[O:26])[CH2:16][C:15]1=2.[CH2:29](I)[CH2:30][CH2:31][CH2:32][CH3:33].Cl. Product: [CH3:24][C:20]1([CH3:23])[CH2:21][CH2:22][C:14]([CH3:28])([CH3:13])[C:15]2[CH2:16][C:17]([CH2:29][CH2:30][CH2:31][CH2:32][CH3:33])([C:25]([OH:27])=[O:26])[CH2:18][C:19]1=2. The catalyst class is: 7.